From a dataset of Full USPTO retrosynthesis dataset with 1.9M reactions from patents (1976-2016). Predict the reactants needed to synthesize the given product. (1) Given the product [F:26][C:27]1[CH:34]=[CH:33][CH:32]=[CH:31][C:28]=1[C:29]1[C:19]2[C:18](=[CH:23][CH:22]=[CH:21][CH:20]=2)[NH:17][C:16](=[O:25])[N:30]=1, predict the reactants needed to synthesize it. The reactants are: C([Li])CCC.CCCCCCC.C(O[C:16](=[O:25])[NH:17][C:18]1[CH:23]=[CH:22][CH:21]=[CH:20][C:19]=1Br)C.[F:26][C:27]1[CH:34]=[CH:33][CH:32]=[CH:31][C:28]=1[C:29]#[N:30].[Cl-].[NH4+]. (2) Given the product [F:13][C:14]1[CH:19]=[CH:18][C:17]([N:20]2[C:25](=[O:26])[C:24]([CH2:27][C:28]3[CH:33]=[CH:32][C:31]([C:34]4[CH:39]=[CH:38][CH:37]=[CH:36][C:35]=4[C:40]4[NH:3][C:4](=[O:7])[O:5][N:41]=4)=[CH:30][CH:29]=3)=[C:23]([CH2:42][CH2:43][CH3:44])[N:22]3[N:45]=[CH:46][N:47]=[C:21]23)=[CH:16][CH:15]=1, predict the reactants needed to synthesize it. The reactants are: [Cl-].O[NH3+:3].[C:4](=[O:7])([O-])[OH:5].[Na+].CS(C)=O.[F:13][C:14]1[CH:19]=[CH:18][C:17]([N:20]2[C:25](=[O:26])[C:24]([CH2:27][C:28]3[CH:33]=[CH:32][C:31]([C:34]4[C:35]([C:40]#[N:41])=[CH:36][CH:37]=[CH:38][CH:39]=4)=[CH:30][CH:29]=3)=[C:23]([CH2:42][CH2:43][CH3:44])[N:22]3[N:45]=[CH:46][N:47]=[C:21]23)=[CH:16][CH:15]=1. (3) Given the product [F:13][C:10]1[CH:9]=[CH:8][C:7]([C:5]2[CH:4]=[N:22][C:20](=[O:21])[NH:19][N:18]=2)=[CH:12][CH:11]=1, predict the reactants needed to synthesize it. The reactants are: C(O[CH:4](OCC)[C:5]([C:7]1[CH:12]=[CH:11][C:10]([F:13])=[CH:9][CH:8]=1)=O)C.Cl.[NH2:18][NH:19][C:20]([NH2:22])=[O:21]. (4) Given the product [Br:1][C:2]1[CH:7]=[CH:6][C:5]([C:8](=[N:22][O:23][CH2:24][CH3:25])[CH:9]2[CH2:10][CH2:11][N:12]([C:15]3([CH3:21])[CH2:20][CH2:19][N:18]([C:36]([C:27]4[CH:28]=[CH:29][C:30]5[C:35](=[CH:34][CH:33]=[CH:32][CH:31]=5)[N:26]=4)=[O:37])[CH2:17][CH2:16]3)[CH2:13][CH2:14]2)=[CH:4][CH:3]=1, predict the reactants needed to synthesize it. The reactants are: [Br:1][C:2]1[CH:7]=[CH:6][C:5]([C:8](=[N:22][O:23][CH2:24][CH3:25])[CH:9]2[CH2:14][CH2:13][N:12]([C:15]3([CH3:21])[CH2:20][CH2:19][NH:18][CH2:17][CH2:16]3)[CH2:11][CH2:10]2)=[CH:4][CH:3]=1.[N:26]1[C:35]2[C:30](=[CH:31][CH:32]=[CH:33][CH:34]=2)[CH:29]=[CH:28][C:27]=1[C:36](O)=[O:37].CCN(CC)CC.CN(C(ON1N=NC2C=CC=NC1=2)=[N+](C)C)C.F[P-](F)(F)(F)(F)F. (5) Given the product [F:30][C:27]([F:28])([F:29])[C:19]1[CH:18]=[C:17]([CH:22]=[C:21]([C:23]([F:24])([F:25])[F:26])[CH:20]=1)[C:16]([NH:15][CH2:14][CH:11]1[CH2:12][CH2:13][N:8]([CH2:7][C:2]2([NH:1][C:42](=[O:43])[O:44][CH2:45][CH3:46])[CH2:6][CH2:5][CH2:4][CH2:3]2)[CH2:9][CH2:10]1)=[O:31], predict the reactants needed to synthesize it. The reactants are: [NH2:1][C:2]1([CH2:7][N:8]2[CH2:13][CH2:12][CH:11]([CH2:14][NH:15][C:16](=[O:31])[C:17]3[CH:22]=[C:21]([C:23]([F:26])([F:25])[F:24])[CH:20]=[C:19]([C:27]([F:30])([F:29])[F:28])[CH:18]=3)[CH2:10][CH2:9]2)[CH2:6][CH2:5][CH2:4][CH2:3]1.CCN(C(C)C)C(C)C.Cl[C:42]([O:44][CH2:45][CH3:46])=[O:43]. (6) Given the product [CH:1]([N:3]([CH3:14])[C:4]1[C:12]([CH3:13])=[CH:11][C:7]([C:8]([OH:10])=[O:9])=[CH:6][N:5]=1)([CH3:15])[CH3:2], predict the reactants needed to synthesize it. The reactants are: [CH2:1]([N:3]([CH3:14])[C:4]1[C:12]([CH3:13])=[CH:11][C:7]([C:8]([OH:10])=[O:9])=[CH:6][N:5]=1)[CH3:2].[CH:15](NC)(C)C.